From a dataset of Forward reaction prediction with 1.9M reactions from USPTO patents (1976-2016). Predict the product of the given reaction. (1) Given the reactants [F:1][C:2]([F:18])([F:17])[C:3]1[CH:16]=[CH:15][C:6]([O:7][C:8]2[CH:14]=[CH:13][C:11]([NH2:12])=[CH:10][CH:9]=2)=[CH:5][CH:4]=1.N1C=CC=CC=1.[CH3:25][S:26](Cl)(=[O:28])=[O:27].Cl, predict the reaction product. The product is: [F:1][C:2]([F:17])([F:18])[C:3]1[CH:16]=[CH:15][C:6]([O:7][C:8]2[CH:9]=[CH:10][C:11]([NH:12][S:26]([CH3:25])(=[O:28])=[O:27])=[CH:13][CH:14]=2)=[CH:5][CH:4]=1. (2) Given the reactants Br[C:2]1[CH:3]=[C:4]([N:8]2[CH2:16][CH:15]3[CH2:17][N:11]4[CH2:12][CH:13]([CH2:18][CH:9]2[CH2:10]4)[CH2:14]3)[CH:5]=[N:6][CH:7]=1.[NH:19]1[C:27]2[C:22](=[C:23](B(O)O)[CH:24]=[CH:25][CH:26]=2)[CH:21]=[CH:20]1, predict the reaction product. The product is: [NH:19]1[C:27]2[C:22](=[C:23]([C:2]3[CH:3]=[C:4]([N:8]4[CH2:16][CH:15]5[CH2:17][N:11]6[CH2:12][CH:13]([CH2:18][CH:9]4[CH2:10]6)[CH2:14]5)[CH:5]=[N:6][CH:7]=3)[CH:24]=[CH:25][CH:26]=2)[CH:21]=[CH:20]1. (3) Given the reactants C([O:3][C:4](=[O:47])[CH2:5][CH2:6][CH2:7][O:8][C:9]1[CH:14]=[CH:13][CH:12]=[C:11]([CH2:15][CH2:16][CH2:17][CH2:18][CH2:19][CH2:20][O:21][C:22]2[CH:23]=[C:24]([C:33]3[CH:38]=[CH:37][C:36]([Cl:39])=[CH:35][CH:34]=3)[CH:25]=[C:26]([S:28]([CH2:31][CH3:32])(=[O:30])=[O:29])[CH:27]=2)[C:10]=1[CH2:40][CH2:41][C:42]([O:44]CC)=[O:43])C.[OH-].[Na+], predict the reaction product. The product is: [C:42]([CH2:41][CH2:40][C:10]1[C:11]([CH2:15][CH2:16][CH2:17][CH2:18][CH2:19][CH2:20][O:21][C:22]2[CH:23]=[C:24]([C:33]3[CH:34]=[CH:35][C:36]([Cl:39])=[CH:37][CH:38]=3)[CH:25]=[C:26]([S:28]([CH2:31][CH3:32])(=[O:29])=[O:30])[CH:27]=2)=[CH:12][CH:13]=[CH:14][C:9]=1[O:8][CH2:7][CH2:6][CH2:5][C:4]([OH:47])=[O:3])([OH:44])=[O:43]. (4) Given the reactants C1(C2C(OCC3(C(F)(F)F)CCCCC3)=CC(F)=C(C=2)C(OC(C)(C)C)=O)CC1.[CH:30]1([C:33]2[C:34]([O:47][CH2:48][CH:49]3[CH2:54][CH2:53][C:52]([F:56])([F:55])[CH2:51][CH2:50]3)=[CH:35][C:36]([F:46])=[C:37]([CH:45]=2)[C:38]([O:40]C(C)(C)C)=[O:39])[CH2:32][CH2:31]1, predict the reaction product. The product is: [CH:30]1([C:33]2[C:34]([O:47][CH2:48][CH:49]3[CH2:54][CH2:53][C:52]([F:56])([F:55])[CH2:51][CH2:50]3)=[CH:35][C:36]([F:46])=[C:37]([CH:45]=2)[C:38]([OH:40])=[O:39])[CH2:31][CH2:32]1.